Dataset: Forward reaction prediction with 1.9M reactions from USPTO patents (1976-2016). Task: Predict the product of the given reaction. (1) Given the reactants [CH3:1][O:2][C:3](=[O:22])[C@:4]([CH3:21])([CH2:13][C:14]1[CH:19]=[CH:18][C:17]([OH:20])=[CH:16][CH:15]=1)[NH:5][C:6]([O:8][C:9]([CH3:12])([CH3:11])[CH3:10])=[O:7], predict the reaction product. The product is: [CH3:1][O:2][C:3](=[O:22])[C@:4]([CH3:21])([CH2:13][C:14]1[CH:19]=[CH:18][C:17]([O:20][CH2:13][CH2:4][CH2:3][OH:2])=[CH:16][CH:15]=1)[NH:5][C:6]([O:8][C:9]([CH3:12])([CH3:10])[CH3:11])=[O:7]. (2) Given the reactants [H-].[Na+].C(OP([CH2:11][C:12]([O:14][CH2:15][CH3:16])=[O:13])(OCC)=O)C.[CH2:17]([N:24]1[CH2:28][CH2:27][C@@H:26]([NH:29][C:30]2[C:37]([F:38])=[CH:36][C:33]([CH:34]=O)=[CH:32][N:31]=2)[CH2:25]1)[C:18]1[CH:23]=[CH:22][CH:21]=[CH:20][CH:19]=1.[Na+].[Cl-], predict the reaction product. The product is: [CH2:17]([N:24]1[CH2:28][CH2:27][C@@H:26]([NH:29][C:30]2[N:31]=[CH:32][C:33](/[CH:34]=[CH:11]/[C:12]([O:14][CH2:15][CH3:16])=[O:13])=[CH:36][C:37]=2[F:38])[CH2:25]1)[C:18]1[CH:23]=[CH:22][CH:21]=[CH:20][CH:19]=1. (3) Given the reactants C(OC(=O)[NH:7][C:8]1[CH:13]=[CH:12][C:11]([O:14][CH2:15][C:16]([F:19])([F:18])[F:17])=[CH:10][C:9]=1[NH:20][C:21](=[O:37])[CH2:22][C:23](=O)[C:24]1[CH:29]=[CH:28][CH:27]=[C:26]([C:30]2[CH:31]=[N:32][CH:33]=[CH:34][CH:35]=2)[CH:25]=1)(C)(C)C.C(O)(C(F)(F)F)=O, predict the reaction product. The product is: [N:32]1[CH:33]=[CH:34][CH:35]=[C:30]([C:26]2[CH:25]=[C:24]([C:23]3[CH2:22][C:21](=[O:37])[NH:20][C:9]4[CH:10]=[C:11]([O:14][CH2:15][C:16]([F:19])([F:18])[F:17])[CH:12]=[CH:13][C:8]=4[N:7]=3)[CH:29]=[CH:28][CH:27]=2)[CH:31]=1. (4) Given the reactants [N+:1]([C:4]1[CH:9]=[CH:8][C:7]([CH2:10][C:11]([OH:13])=[O:12])=[CH:6][CH:5]=1)([O-:3])=[O:2].S(=O)(=O)(O)O.[CH2:19](O)[CH3:20], predict the reaction product. The product is: [N+:1]([C:4]1[CH:5]=[CH:6][C:7]([CH2:10][C:11]([O:13][CH2:19][CH3:20])=[O:12])=[CH:8][CH:9]=1)([O-:3])=[O:2]. (5) Given the reactants Cl[C:2]1[N:3]=[N:4][C:5]([C:9]2[CH:14]=[CH:13][CH:12]=[CH:11][CH:10]=2)=[CH:6][C:7]=1[CH3:8].[NH2:15][NH2:16], predict the reaction product. The product is: [CH3:8][C:7]1[CH:6]=[C:5]([C:9]2[CH:14]=[CH:13][CH:12]=[CH:11][CH:10]=2)[N:4]=[N:3][C:2]=1[NH:15][NH2:16]. (6) Given the reactants Br[C:2]1[CH:3]=[CH:4][C:5]2[O:14][CH2:13][CH2:12][N:11]3[C:7](=[N:8][C:9]([C:15]4[N:16]([CH:21]([CH3:23])[CH3:22])[N:17]=[C:18]([CH3:20])[N:19]=4)=[CH:10]3)[C:6]=2[CH:24]=1.[CH3:25][N:26]1[CH2:31][CH2:30][CH:29]([CH:32]2[CH2:37][CH2:36][CH2:35][CH2:34][NH:33]2)[CH2:28][CH2:27]1.CC(C)([O-])C.[Na+], predict the reaction product. The product is: [CH:21]([N:16]1[C:15]([C:9]2[N:8]=[C:7]3[C:6]4[CH:24]=[CH:2][C:3]([N:33]5[CH2:34][CH2:35][CH2:36][CH2:37][CH:32]5[CH:29]5[CH2:28][CH2:27][N:26]([CH3:25])[CH2:31][CH2:30]5)=[CH:4][C:5]=4[O:14][CH2:13][CH2:12][N:11]3[CH:10]=2)=[N:19][C:18]([CH3:20])=[N:17]1)([CH3:23])[CH3:22]. (7) Given the reactants [Br:1][C:2]1[CH:3]=[C:4]([CH2:20][C:21]([OH:23])=O)[CH:5]=[C:6]([Br:19])[C:7]=1[O:8][C:9]1[CH:14]=[CH:13][C:12]([OH:15])=[C:11]([CH:16]([CH3:18])[CH3:17])[CH:10]=1.S(Cl)([Cl:26])=O, predict the reaction product. The product is: [Br:1][C:2]1[CH:3]=[C:4]([CH2:20][C:21]([Cl:26])=[O:23])[CH:5]=[C:6]([Br:19])[C:7]=1[O:8][C:9]1[CH:14]=[CH:13][C:12]([OH:15])=[C:11]([CH:16]([CH3:18])[CH3:17])[CH:10]=1.